This data is from Forward reaction prediction with 1.9M reactions from USPTO patents (1976-2016). The task is: Predict the product of the given reaction. (1) Given the reactants [OH:1][C@@H:2]1[C@@H:7]([C:8]2[CH:13]=[CH:12][C:11]([O:14][CH2:15][CH2:16][CH2:17][O:18][CH2:19][C:20]3[CH:25]=[CH:24][CH:23]=[CH:22][C:21]=3[O:26][CH3:27])=[CH:10][CH:9]=2)[C@H:6]([O:28][Si:29]([CH:36]([CH3:38])[CH3:37])([CH:33]([CH3:35])[CH3:34])[CH:30]([CH3:32])[CH3:31])[CH2:5][N:4]([C:39]([O:41][CH2:42][C:43]2[CH:48]=[CH:47][CH:46]=[CH:45][CH:44]=2)=[O:40])[CH2:3]1.Br[CH2:50][C:51]1[CH:59]=[C:58]2[C:54]([C:55]([CH3:67])([CH3:66])[C:56](=O)[N:57]2[CH2:60][CH2:61][CH2:62][O:63][CH3:64])=[CH:53][CH:52]=1, predict the reaction product. The product is: [CH3:27][O:26][C:21]1[CH:22]=[CH:23][CH:24]=[CH:25][C:20]=1[CH2:19][O:18][CH2:17][CH2:16][CH2:15][O:14][C:11]1[CH:12]=[CH:13][C:8]([C@H:7]2[C@H:6]([O:28][Si:29]([CH:33]([CH3:34])[CH3:35])([CH:30]([CH3:32])[CH3:31])[CH:36]([CH3:37])[CH3:38])[CH2:5][N:4]([C:39]([O:41][CH2:42][C:43]3[CH:44]=[CH:45][CH:46]=[CH:47][CH:48]=3)=[O:40])[CH2:3][C@@H:2]2[O:1][CH2:50][C:51]2[CH:59]=[C:58]3[C:54]([C:55]([CH3:67])([CH3:66])[CH2:56][N:57]3[CH2:60][CH2:61][CH2:62][O:63][CH3:64])=[CH:53][CH:52]=2)=[CH:9][CH:10]=1. (2) Given the reactants [F:1][C:2]1[CH:7]=[CH:6][CH:5]=[CH:4][C:3]=1[CH:8]([O:10][C:11](=[O:34])[NH:12][C:13]1[C:14]([CH3:33])=[N:15][O:16][C:17]=1[C:18]1[CH:23]=[CH:22][C:21](B2OC(C)(C)C(C)(C)O2)=[CH:20][CH:19]=1)[CH3:9].[CH3:35][O:36][C:37](=[O:48])[C:38]([C:41]1[CH:42]=[N:43][C:44](Cl)=[CH:45][CH:46]=1)([CH3:40])[CH3:39], predict the reaction product. The product is: [CH3:35][O:36][C:37](=[O:48])[C:38]([C:41]1[CH:42]=[N:43][C:44]([C:21]2[CH:22]=[CH:23][C:18]([C:17]3[O:16][N:15]=[C:14]([CH3:33])[C:13]=3[NH:12][C:11]([O:10][CH:8]([C:3]3[CH:4]=[CH:5][CH:6]=[CH:7][C:2]=3[F:1])[CH3:9])=[O:34])=[CH:19][CH:20]=2)=[CH:45][CH:46]=1)([CH3:40])[CH3:39]. (3) The product is: [CH:1]1([CH2:6][C@@H:7]([C:20]([NH:22][NH:23][C:24]2[C:29]([F:30])=[C:28]([N:31]3[CH2:36][CH2:35][O:34][CH2:33][C@@H:32]3[CH3:37])[N:27]=[C:26]([CH3:38])[N:25]=2)=[O:21])[CH2:8][N:9]([OH:12])[CH:10]=[O:11])[CH2:5][CH2:4][CH2:3][CH2:2]1. Given the reactants [CH:1]1([CH2:6][C@@H:7]([C:20]([NH:22][NH:23][C:24]2[C:29]([F:30])=[C:28]([N:31]3[CH2:36][CH2:35][O:34][CH2:33][C@@H:32]3[CH3:37])[N:27]=[C:26]([CH3:38])[N:25]=2)=[O:21])[CH2:8][N:9]([O:12]CC2C=CC=CC=2)[CH:10]=[O:11])[CH2:5][CH2:4][CH2:3][CH2:2]1, predict the reaction product. (4) Given the reactants [NH2:1][C:2]1[CH:10]=[CH:9][CH:8]=[CH:7][C:3]=1[C:4]([NH2:6])=[O:5].C(N(CC)CC)C.[Cl:18][CH2:19][CH2:20][C:21](Cl)=[O:22], predict the reaction product. The product is: [Cl:18][CH2:19][CH2:20][C:21]([NH:1][C:2]1[CH:10]=[CH:9][CH:8]=[CH:7][C:3]=1[C:4]([NH2:6])=[O:5])=[O:22]. (5) Given the reactants C(OC([N:8]1[CH2:14][CH2:13][CH2:12][N:11]([C:15]2[CH:20]=[CH:19][C:18]([C:21]([CH3:24])([CH3:23])[CH3:22])=[CH:17][CH:16]=2)[CH2:10][CH2:9]1)=O)(C)(C)C.FC(F)(F)C(O)=O.[Cl:32]CCl, predict the reaction product. The product is: [ClH:32].[C:21]([C:18]1[CH:17]=[CH:16][C:15]([N:11]2[CH2:12][CH2:13][CH2:14][NH:8][CH2:9][CH2:10]2)=[CH:20][CH:19]=1)([CH3:24])([CH3:22])[CH3:23]. (6) Given the reactants [Br:1][C:2]1[N:6]([CH3:7])[N:5]=[CH:4][C:3]=1[CH:8]=[O:9].[Cl:10][C:11]1[C:16](C(C2C=NN(C)C=2C2C=CC(C)=CC=2)O)=[C:15]([Cl:32])[N:14]=[CH:13][N:12]=1, predict the reaction product. The product is: [Br:1][C:2]1[N:6]([CH3:7])[N:5]=[CH:4][C:3]=1[CH:8]([C:16]1[C:11]([Cl:10])=[N:12][CH:13]=[N:14][C:15]=1[Cl:32])[OH:9]. (7) Given the reactants [OH:1][C:2]1[CH:10]=[CH:9][CH:8]=[C:7]2[C:3]=1[CH2:4][CH2:5][C:6]2=[O:11].N1C=CN=C1.[Si:17](Cl)([C:20]([CH3:23])([CH3:22])[CH3:21])([CH3:19])[CH3:18].C(OCC)(=O)C, predict the reaction product. The product is: [O:1]([C:2]1[CH:10]=[CH:9][CH:8]=[C:7]2[C:3]=1[CH2:4][CH2:5][C:6]2=[O:11])[Si:17]([C:20]([CH3:23])([CH3:22])[CH3:21])([CH3:19])[CH3:18]. (8) Given the reactants [H-].[Na+].[C:3]([O:7][C:8]([N:10]1[CH2:15][CH2:14][CH:13]([CH:16]([OH:27])[C:17]2[CH:22]=[CH:21][C:20]([C:23]([F:26])([F:25])[F:24])=[CH:19][CH:18]=2)[CH2:12][CH2:11]1)=[O:9])([CH3:6])([CH3:5])[CH3:4].[Cl:28][C:29]1[CH:34]=[CH:33][CH:32]=[C:31](Cl)[N:30]=1, predict the reaction product. The product is: [C:3]([O:7][C:8]([N:10]1[CH2:11][CH2:12][CH:13]([CH:16]([O:27][C:31]2[CH:32]=[CH:33][CH:34]=[C:29]([Cl:28])[N:30]=2)[C:17]2[CH:22]=[CH:21][C:20]([C:23]([F:24])([F:25])[F:26])=[CH:19][CH:18]=2)[CH2:14][CH2:15]1)=[O:9])([CH3:6])([CH3:4])[CH3:5].